Task: Predict the reactants needed to synthesize the given product.. Dataset: Full USPTO retrosynthesis dataset with 1.9M reactions from patents (1976-2016) (1) The reactants are: [CH:1]([N:14]1[C:22]2[C:17](=[CH:18][C:19]([Cl:23])=[CH:20][CH:21]=2)[C:16]([CH2:24][CH2:25][O:26][C:27]2[CH:35]=[CH:34][C:30]([C:31]([OH:33])=[O:32])=[CH:29][CH:28]=2)=[C:15]1[CH2:36][CH2:37][NH:38][S:39]([CH2:42][C:43]1[CH:48]=[CH:47][CH:46]=[CH:45][CH:44]=1)(=[O:41])=[O:40])([C:8]1[CH:13]=[CH:12][CH:11]=[CH:10][CH:9]=1)[C:2]1[CH:7]=[CH:6][CH:5]=[CH:4][CH:3]=1.[CH3:49][S:50](C1C=CC([CH2:49][S:50](Cl)(=[O:52])=[O:51])=CC=1)(=[O:52])=[O:51]. Given the product [CH:1]([N:14]1[C:22]2[C:17](=[CH:18][C:19]([Cl:23])=[CH:20][CH:21]=2)[C:16]([CH2:24][CH2:25][O:26][C:27]2[CH:28]=[CH:29][C:30]([C:31]([OH:33])=[O:32])=[CH:34][CH:35]=2)=[C:15]1[CH2:36][CH2:37][NH:38][S:39]([CH2:42][C:43]1[CH:44]=[CH:45][C:46]([S:50]([CH3:49])(=[O:52])=[O:51])=[CH:47][CH:48]=1)(=[O:41])=[O:40])([C:2]1[CH:7]=[CH:6][CH:5]=[CH:4][CH:3]=1)[C:8]1[CH:9]=[CH:10][CH:11]=[CH:12][CH:13]=1, predict the reactants needed to synthesize it. (2) Given the product [Cl:26][CH2:27][C:28]([N:4]1[CH2:3][CH2:2][N:1]([C:7]2[N:14]=[CH:13][CH:12]=[CH:11][C:8]=2[C:9]#[N:10])[CH2:6][CH2:5]1)=[O:29], predict the reactants needed to synthesize it. The reactants are: [N:1]1([C:7]2[N:14]=[CH:13][CH:12]=[CH:11][C:8]=2[C:9]#[N:10])[CH2:6][CH2:5][NH:4][CH2:3][CH2:2]1.C(Cl)(Cl)Cl.C(N(CC)CC)C.[Cl:26][CH2:27][C:28](Cl)=[O:29].